Predict the reactants needed to synthesize the given product. From a dataset of Full USPTO retrosynthesis dataset with 1.9M reactions from patents (1976-2016). (1) Given the product [Cl:1][C:2]1[CH:3]=[C:4]([CH:8]2[CH:12]3[CH2:17][CH2:16][CH2:15][CH2:14][CH:13]3[O:18][C:9]2=[O:11])[CH:5]=[CH:6][CH:7]=1, predict the reactants needed to synthesize it. The reactants are: [Cl:1][C:2]1[CH:3]=[C:4]([CH:8]([CH:12]2[CH2:17][CH2:16][CH2:15][CH2:14][CH:13]2[OH:18])[C:9]([OH:11])=O)[CH:5]=[CH:6][CH:7]=1.N1(C(OC(C)(C)C)=O)CCNCC1.C(N(CC)CC)C. (2) The reactants are: [CH3:1][O:2][C:3]1[N:8]=[CH:7][C:6]([C:9]2[N:17]3[C:12]([CH:13]=[N:14][C:15]([NH:18][C:19]4[CH:24]=[CH:23][CH:22]=[C:21]([NH2:25])[CH:20]=4)=[N:16]3)=[CH:11][CH:10]=2)=[CH:5][CH:4]=1.[CH3:26][O:27][C@H:28]([CH3:32])[C:29](O)=[O:30].CN(C)C=O.C([O-])(O)=O.[Na+]. Given the product [CH3:26][O:27][C@H:28]([CH3:32])[C:29]([NH:25][C:21]1[CH:22]=[CH:23][CH:24]=[C:19]([NH:18][C:15]2[N:14]=[CH:13][C:12]3=[CH:11][CH:10]=[C:9]([C:6]4[CH:7]=[N:8][C:3]([O:2][CH3:1])=[CH:4][CH:5]=4)[N:17]3[N:16]=2)[CH:20]=1)=[O:30], predict the reactants needed to synthesize it. (3) Given the product [CH3:6][O:5][C:3](=[O:4])[C:2]([CH2:14][CH2:13][CH2:12][Br:11])([CH3:1])[C:7]([O:9][CH3:10])=[O:8], predict the reactants needed to synthesize it. The reactants are: [CH3:1][CH:2]([C:7]([O:9][CH3:10])=[O:8])[C:3]([O:5][CH3:6])=[O:4].[Br:11][CH2:12][CH2:13][CH2:14]Br.[OH-].[Na+]. (4) Given the product [CH3:16][C@H:15]1[N:10]([C:8]([C:7]2[CH:26]=[CH:27][CH:28]=[CH:29][C:6]=2[N:2]2[N:3]=[CH:4][CH:5]=[N:1]2)=[O:9])[CH2:11][C@H:12]([O:17][C:18]2[C:19]([C@H:20]([OH:21])[CH3:30])=[CH:22][CH:23]=[CH:24][N:25]=2)[CH2:13][CH2:14]1, predict the reactants needed to synthesize it. The reactants are: [N:1]1[N:2]([C:6]2[CH:29]=[CH:28][CH:27]=[CH:26][C:7]=2[C:8]([N:10]2[C@H:15]([CH3:16])[CH2:14][CH2:13][C@@H:12]([O:17][C:18]3[N:25]=[CH:24][CH:23]=[CH:22][C:19]=3[CH:20]=[O:21])[CH2:11]2)=[O:9])[N:3]=[CH:4][CH:5]=1.[CH3:30][Mg]Br. (5) Given the product [F:1][C:2]1[CH:3]=[C:4]([NH:5][C:24]([CH:18]([CH:15]([CH3:16])[CH3:17])[C:19]([O:21][CH2:22][CH3:23])=[O:20])=[O:25])[CH:6]=[CH:7][CH:8]=1, predict the reactants needed to synthesize it. The reactants are: [F:1][C:2]1[CH:3]=[C:4]([CH:6]=[CH:7][CH:8]=1)[NH2:5].N1C=CC=CC=1.[CH:15]([CH:18]([C:24](OCC)=[O:25])[C:19]([O:21][CH2:22][CH3:23])=[O:20])([CH3:17])[CH3:16]. (6) Given the product [F:1][C:2]1[CH:3]=[C:4]([N:18]2[CH2:22][C@H:21]([CH2:23][O:24][S:34]([CH3:33])(=[O:36])=[O:35])[O:20][C:19]2=[O:25])[CH:5]=[CH:6][C:7]=1[N:8]1[CH2:13][CH2:12][N:11]([CH2:14][CH2:15][F:16])[C:10](=[O:17])[CH2:9]1, predict the reactants needed to synthesize it. The reactants are: [F:1][C:2]1[CH:3]=[C:4]([N:18]2[CH2:22][C@H:21]([CH2:23][OH:24])[O:20][C:19]2=[O:25])[CH:5]=[CH:6][C:7]=1[N:8]1[CH2:13][CH2:12][N:11]([CH2:14][CH2:15][F:16])[C:10](=[O:17])[CH2:9]1.C(N(CC)CC)C.[CH3:33][S:34](Cl)(=[O:36])=[O:35].